This data is from Ames mutagenicity test results for genotoxicity prediction. The task is: Regression/Classification. Given a drug SMILES string, predict its toxicity properties. Task type varies by dataset: regression for continuous values (e.g., LD50, hERG inhibition percentage) or binary classification for toxic/non-toxic outcomes (e.g., AMES mutagenicity, cardiotoxicity, hepatotoxicity). Dataset: ames. The drug is O=C(/N=c1\sn(C(=O)c2ccc(Cl)c(Cl)c2)c2ccc([N+](=O)[O-])cc12)c1ccc(Cl)c(Cl)c1. The result is 1 (mutagenic).